Dataset: CYP1A2 inhibition data for predicting drug metabolism from PubChem BioAssay. Task: Regression/Classification. Given a drug SMILES string, predict its absorption, distribution, metabolism, or excretion properties. Task type varies by dataset: regression for continuous measurements (e.g., permeability, clearance, half-life) or binary classification for categorical outcomes (e.g., BBB penetration, CYP inhibition). Dataset: cyp1a2_veith. (1) The compound is O=[As](O)(O)c1ccc(N=Nc2ccc(O)cc2)cc1. The result is 0 (non-inhibitor). (2) The molecule is COc1ccc(CNC(=O)[C@H]2C[C@@H]2[C@H](NP(=O)(c2ccccc2)c2ccccc2)c2ccccc2)cc1OC. The result is 1 (inhibitor).